From a dataset of Catalyst prediction with 721,799 reactions and 888 catalyst types from USPTO. Predict which catalyst facilitates the given reaction. (1) Reactant: C(=O)([O-])[O-].[K+].[K+].[Cl:7][C:8]1[C:12]([CH3:13])=[CH:11][S:10][C:9]=1[C:14]1[N:15]([CH2:20][CH:21]([CH3:23])[CH3:22])[C:16](=[O:19])[NH:17][N:18]=1.Cl[CH2:25][C:26]([O:28][CH2:29][CH3:30])=[O:27]. Product: [Cl:7][C:8]1[C:12]([CH3:13])=[CH:11][S:10][C:9]=1[C:14]1[N:15]([CH2:20][CH:21]([CH3:23])[CH3:22])[C:16](=[O:19])[N:17]([CH2:25][C:26]([O:28][CH2:29][CH3:30])=[O:27])[N:18]=1. The catalyst class is: 10. (2) The catalyst class is: 8. Product: [CH:1]1([C:4]2[CH:9]=[C:8]([CH2:10][N:11]3[CH2:16][CH2:15][CH:14]([N:17]4[CH:22]=[CH:21][C:20]([C:23]([OH:25])=[O:24])=[C:19]([CH2:27][CH3:28])[C:18]4=[O:29])[CH2:13][CH2:12]3)[C:7]([O:30][CH:31]([CH3:33])[CH3:32])=[CH:6][C:5]=2[C:34]2[CH:39]=[CH:38][C:37]([F:40])=[CH:36][C:35]=2[F:41])[CH2:2][CH2:3]1. Reactant: [CH:1]1([C:4]2[CH:9]=[C:8]([CH2:10][N:11]3[CH2:16][CH2:15][CH:14]([N:17]4[CH:22]=[CH:21][C:20]([C:23]([O:25]C)=[O:24])=[C:19]([CH2:27][CH3:28])[C:18]4=[O:29])[CH2:13][CH2:12]3)[C:7]([O:30][CH:31]([CH3:33])[CH3:32])=[CH:6][C:5]=2[C:34]2[CH:39]=[CH:38][C:37]([F:40])=[CH:36][C:35]=2[F:41])[CH2:3][CH2:2]1.[OH-].[Na+].Cl. (3) Reactant: [I:1][C:2]1[CH:8]=[CH:7][C:6]([C:9]([F:12])([F:11])[F:10])=[CH:5][C:3]=1[NH2:4].[N:13]([O-])=O.[Na+].[H+].[B-:18]([F:22])([F:21])([F:20])[F:19]. Product: [F:19][B-:18]([F:22])([F:21])[F:20].[I:1][C:2]1[CH:8]=[CH:7][C:6]([C:9]([F:10])([F:11])[F:12])=[CH:5][C:3]=1[N+:4]#[N:13]. The catalyst class is: 6. (4) Reactant: Br[C:2]1[CH:7]=[CH:6][C:5]([OH:8])=[C:4]([C:9]([N:11]2[CH2:19][C:18]3[C:13](=[CH:14][CH:15]=[CH:16][CH:17]=3)[CH2:12]2)=[O:10])[CH:3]=1.[F:20][C:21]([F:32])([F:31])[C:22]1[CH:27]=[CH:26][CH:25]=[CH:24][C:23]=1B(O)O.N#N. Product: [CH2:12]1[C:13]2[C:18](=[CH:17][CH:16]=[CH:15][CH:14]=2)[CH2:19][N:11]1[C:9]([C:4]1[CH:3]=[C:2]([C:23]2[CH:24]=[CH:25][CH:26]=[CH:27][C:22]=2[C:21]([F:32])([F:31])[F:20])[CH:7]=[CH:6][C:5]=1[OH:8])=[O:10]. The catalyst class is: 438.